Dataset: Forward reaction prediction with 1.9M reactions from USPTO patents (1976-2016). Task: Predict the product of the given reaction. (1) Given the reactants [C:1]([C:5]1[CH:10]=[C:9]([C:11]([CH3:14])([CH3:13])[CH3:12])[CH:8]=[CH:7][C:6]=1[OH:15])([CH3:4])([CH3:3])[CH3:2].C(N(CC)CC)C.Cl[P:24]1[O:28][C:27]([C:35]2[CH:40]=[CH:39][CH:38]=[CH:37][CH:36]=2)([C:29]2[CH:34]=[CH:33][CH:32]=[CH:31][CH:30]=2)[C:26]([C:47]2[CH:52]=[CH:51][CH:50]=[CH:49][CH:48]=2)([C:41]2[CH:46]=[CH:45][CH:44]=[CH:43][CH:42]=2)[O:25]1, predict the reaction product. The product is: [C:1]([C:5]1[CH:10]=[C:9]([C:11]([CH3:14])([CH3:13])[CH3:12])[CH:8]=[CH:7][C:6]=1[O:15][P:24]1[O:28][C:27]([C:35]2[CH:40]=[CH:39][CH:38]=[CH:37][CH:36]=2)([C:29]2[CH:30]=[CH:31][CH:32]=[CH:33][CH:34]=2)[C:26]([C:41]2[CH:42]=[CH:43][CH:44]=[CH:45][CH:46]=2)([C:47]2[CH:48]=[CH:49][CH:50]=[CH:51][CH:52]=2)[O:25]1)([CH3:4])([CH3:3])[CH3:2]. (2) Given the reactants [CH3:1][O:2][C:3]1[CH:4]=[C:5]2[C:9](=[CH:10][C:11]=1[N+:12]([O-:14])=[O:13])[NH:8][CH2:7][CH2:6]2.C(N(C(C)C)CC)(C)C.Br[CH2:25][C:26](Cl)=[O:27].C(=O)([O-])[O-].[K+].[K+].[CH:35]([N:38]1[CH2:43][CH2:42][NH:41][CH2:40][CH2:39]1)([CH3:37])[CH3:36], predict the reaction product. The product is: [CH3:36][CH:35]([N:38]1[CH2:43][CH2:42][N:41]([CH2:25][C:26]([N:8]2[C:9]3[C:5](=[CH:4][C:3]([O:2][CH3:1])=[C:11]([N+:12]([O-:14])=[O:13])[CH:10]=3)[CH2:6][CH2:7]2)=[O:27])[CH2:40][CH2:39]1)[CH3:37]. (3) Given the reactants [C:1]1(C)[CH:6]=[CH:5][C:4]([CH:7]2[CH:12]=[CH:11][N:10](C(=O)C(C)(C)C)[CH2:9][CH2:8]2)=[CH:3][CH:2]=1.[Br-].[Na+].[C:22](=[O:25])(O)[O-:23].[Na+], predict the reaction product. The product is: [C:22]([C:1]1[CH:2]=[CH:3][C:4]([C:7]2[CH:8]=[CH:9][N:10]=[CH:11][CH:12]=2)=[CH:5][CH:6]=1)([OH:23])=[O:25]. (4) The product is: [C:29]([O:28][C:26]([N:23]1[CH2:22][CH:21]=[C:20]([C:2]2[C:7]3[CH:8]=[CH:9][O:10][C:6]=3[C:5]([F:11])=[CH:4][CH:3]=2)[CH2:25][CH2:24]1)=[O:27])([CH3:32])([CH3:30])[CH3:31]. Given the reactants Br[C:2]1[C:7]2[CH:8]=[CH:9][O:10][C:6]=2[C:5]([F:11])=[CH:4][CH:3]=1.CC1(C)C(C)(C)OB([C:20]2[CH2:25][CH2:24][N:23]([C:26]([O:28][C:29]([CH3:32])([CH3:31])[CH3:30])=[O:27])[CH2:22][CH:21]=2)O1.C(=O)([O-])[O-].[Na+].[Na+].C1(P(C2C=CC=CC=2)C2C=CC=CC=2)C=CC=CC=1, predict the reaction product. (5) Given the reactants [CH2:1]([N:8]1[C:12]2([CH2:17][CH2:16][N:15]([C:18](=[O:24])[CH:19]([CH2:22][CH3:23])[CH2:20][CH3:21])[CH2:14][CH2:13]2)[NH:11][C@@H:10]([CH2:25][C:26]2[CH:31]=[CH:30][CH:29]=[CH:28][CH:27]=2)[C:9]1=[O:32])[C:2]1[CH:7]=[CH:6][CH:5]=[CH:4][CH:3]=1.O.C[Si]([Cl:38])(C)C.CCCCCC, predict the reaction product. The product is: [ClH:38].[CH2:1]([N:8]1[C:12]2([CH2:17][CH2:16][N:15]([C:18](=[O:24])[CH:19]([CH2:20][CH3:21])[CH2:22][CH3:23])[CH2:14][CH2:13]2)[NH:11][C@@H:10]([CH2:25][C:26]2[CH:27]=[CH:28][CH:29]=[CH:30][CH:31]=2)[C:9]1=[O:32])[C:2]1[CH:3]=[CH:4][CH:5]=[CH:6][CH:7]=1. (6) Given the reactants FC(F)(F)S(O[CH2:7][C:8]([F:16])([F:15])[C:9]1[CH:14]=[CH:13][CH:12]=[CH:11][CH:10]=1)(=O)=O.[N-:19]=[N+:20]=[N-:21].[Na+], predict the reaction product. The product is: [N:19]([CH2:7][C:8]([C:9]1[CH:14]=[CH:13][CH:12]=[CH:11][CH:10]=1)([F:16])[F:15])=[N+:20]=[N-:21].